Dataset: Full USPTO retrosynthesis dataset with 1.9M reactions from patents (1976-2016). Task: Predict the reactants needed to synthesize the given product. (1) Given the product [F:24][CH:23]([F:25])[C:15]1[N:14]([C:7]2[N:6]=[C:5]([N:26]3[CH2:31][CH2:30][O:29][CH2:28][CH2:27]3)[C:4]3[C:9](=[C:10]([O:12][CH3:13])[CH:11]=[C:2]([C:38]4[C:33]([F:32])=[C:34]([NH:48][S:49]([CH2:52][CH2:53][CH3:54])(=[O:50])=[O:51])[CH:35]=[CH:36][CH:37]=4)[CH:3]=3)[N:8]=2)[C:18]2[CH:19]=[CH:20][CH:21]=[CH:22][C:17]=2[N:16]=1, predict the reactants needed to synthesize it. The reactants are: Br[C:2]1[CH:3]=[C:4]2[C:9](=[C:10]([O:12][CH3:13])[CH:11]=1)[N:8]=[C:7]([N:14]1[C:18]3[CH:19]=[CH:20][CH:21]=[CH:22][C:17]=3[N:16]=[C:15]1[CH:23]([F:25])[F:24])[N:6]=[C:5]2[N:26]1[CH2:31][CH2:30][O:29][CH2:28][CH2:27]1.[F:32][C:33]1[C:38](B2OC(C)(C)C(C)(C)O2)=[CH:37][CH:36]=[CH:35][C:34]=1[NH:48][S:49]([CH2:52][CH2:53][CH3:54])(=[O:51])=[O:50].C(=O)([O-])[O-].[Na+].[Na+].CN(C=O)C. (2) Given the product [F:7][C:8]([F:21])([F:20])[S:9]([O:5][CH2:4][C@H:3]([CH3:6])[CH2:2][F:1])(=[O:11])=[O:10], predict the reactants needed to synthesize it. The reactants are: [F:1][CH2:2][C@@H:3]([CH3:6])[CH2:4][OH:5].[F:7][C:8]([F:21])([F:20])[S:9](O[S:9]([C:8]([F:21])([F:20])[F:7])(=[O:11])=[O:10])(=[O:11])=[O:10].CC1C=CC=C(C)N=1.